Dataset: Catalyst prediction with 721,799 reactions and 888 catalyst types from USPTO. Task: Predict which catalyst facilitates the given reaction. (1) Reactant: [H-].[Na+].[N:3]1[CH:8]=[CH:7][C:6]([OH:9])=[CH:5][CH:4]=1.C1(C)C=CC(S(O[CH2:20][C:21]([F:24])([F:23])[F:22])(=O)=O)=CC=1. Product: [F:22][C:21]([F:24])([F:23])[CH2:20][O:9][C:6]1[CH:7]=[CH:8][N:3]=[CH:4][CH:5]=1. The catalyst class is: 31. (2) Reactant: [Cu](C#N)[C:2]#[N:3].N(OCCC(C)C)=O.[Cl:14][C:15]1[C:20](N)=[CH:19][CH:18]=[C:17]([O:22][CH3:23])[N:16]=1. Product: [Cl:14][C:15]1[N:16]=[C:17]([O:22][CH3:23])[CH:18]=[CH:19][C:20]=1[C:2]#[N:3]. The catalyst class is: 47. (3) Reactant: [CH:1]1([N:4]2[CH:8]=[C:7]([C:9]3[CH:17]=[C:16]4[C:12]([C:13]([CH3:29])([CH3:28])[C:14](=[O:27])[N:15]4CC4C=CC(OC)=CC=4)=[CH:11][CH:10]=3)[CH:6]=[N:5]2)[CH2:3][CH2:2]1.C(=O)([O-])[O-].[Na+].[Na+]. Product: [CH:1]1([N:4]2[CH:8]=[C:7]([C:9]3[CH:17]=[C:16]4[C:12]([C:13]([CH3:29])([CH3:28])[C:14](=[O:27])[NH:15]4)=[CH:11][CH:10]=3)[CH:6]=[N:5]2)[CH2:2][CH2:3]1. The catalyst class is: 67. (4) Reactant: [CH:1]1([C:4]2[N:9]=[CH:8][C:7]([NH2:10])=[C:6]([CH3:11])[CH:5]=2)[CH2:3][CH2:2]1.[N:12]([O-])=O.[Na+]. Product: [CH:1]1([C:4]2[CH:5]=[C:6]3[CH:11]=[N:12][NH:10][C:7]3=[CH:8][N:9]=2)[CH2:3][CH2:2]1. The catalyst class is: 313. (5) Reactant: [F:1][C:2]1[CH:7]=[CH:6][C:5]([C:8]2[N:12]([S:13]([C:16]3[CH:21]=[CH:20][C:19]([C:22]([F:25])([F:24])[F:23])=[CH:18][CH:17]=3)(=[O:15])=[O:14])[CH:11]=[C:10]([CH:26]=O)[CH:9]=2)=[CH:4][CH:3]=1.[Cl-].C[NH3+].[C:31]([BH3-])#[N:32].[Na+]. Product: [F:1][C:2]1[CH:7]=[CH:6][C:5]([C:8]2[N:12]([S:13]([C:16]3[CH:21]=[CH:20][C:19]([C:22]([F:25])([F:24])[F:23])=[CH:18][CH:17]=3)(=[O:15])=[O:14])[CH:11]=[C:10]([CH2:26][NH:32][CH3:31])[CH:9]=2)=[CH:4][CH:3]=1. The catalyst class is: 5. (6) Reactant: Cl[C:2]1[N:7]=[C:6]([C:8]2[N:12]3[CH:13]=[CH:14][CH:15]=[CH:16][C:11]3=[N:10][C:9]=2[C:17]2[CH:18]=[CH:19][C:20]([O:34][CH3:35])=[C:21]([CH:33]=2)[C:22]([NH:24][C:25]2[C:30]([F:31])=[CH:29][CH:28]=[CH:27][C:26]=2[F:32])=[O:23])[CH:5]=[CH:4][N:3]=1.[CH3:36][C:37]1[C:38]([N:46]2[CH2:51][CH2:50][N:49]([S:52]([CH3:55])(=[O:54])=[O:53])[CH2:48][CH2:47]2)=[CH:39][C:40]([O:44][CH3:45])=[C:41]([CH:43]=1)[NH2:42].C1(C)C=CC(S(O)(=O)=O)=CC=1.C(O)C(F)(F)F.N. Product: [F:32][C:26]1[CH:27]=[CH:28][CH:29]=[C:30]([F:31])[C:25]=1[NH:24][C:22](=[O:23])[C:21]1[CH:33]=[C:17]([C:9]2[N:10]=[C:11]3[CH:16]=[CH:15][CH:14]=[CH:13][N:12]3[C:8]=2[C:6]2[CH:5]=[CH:4][N:3]=[C:2]([NH:42][C:41]3[CH:43]=[C:37]([CH3:36])[C:38]([N:46]4[CH2:51][CH2:50][N:49]([S:52]([CH3:55])(=[O:54])=[O:53])[CH2:48][CH2:47]4)=[CH:39][C:40]=3[O:44][CH3:45])[N:7]=2)[CH:18]=[CH:19][C:20]=1[O:34][CH3:35]. The catalyst class is: 100.